From a dataset of Reaction yield outcomes from USPTO patents with 853,638 reactions. Predict the reaction yield, written as a fraction of the theoretical maximum amount of product (1.0 means a 100% yield; for example, 0.34 means a 34% yield). (1) No catalyst specified. The product is [N:23]1([C:21]([CH:11]2[N:12]([C:15](=[O:20])[C:16]([F:19])([F:18])[F:17])[CH2:13][CH2:14][N:9]([CH:6]3[CH2:5][CH2:4][N:3]([C:35]([C:34]4[C:33]5[CH:38]=[CH:39][CH:40]=[CH:41][C:32]=5[S:31][C:30]=4[NH2:29])=[O:36])[CH2:8][CH2:7]3)[CH2:10]2)=[O:22])[CH2:24][CH2:25][O:26][CH2:27][CH2:28]1. The yield is 0.665. The reactants are Cl.Cl.[NH:3]1[CH2:8][CH2:7][CH:6]([N:9]2[CH2:14][CH2:13][N:12]([C:15](=[O:20])[C:16]([F:19])([F:18])[F:17])[CH:11]([C:21]([N:23]3[CH2:28][CH2:27][O:26][CH2:25][CH2:24]3)=[O:22])[CH2:10]2)[CH2:5][CH2:4]1.[NH2:29][C:30]1[S:31][C:32]2[CH:41]=[CH:40][CH:39]=[CH:38][C:33]=2[C:34]=1[C:35](O)=[O:36]. (2) The reactants are Cl.[C:2]([NH2:10])(=[NH:9])[C:3]1[CH:8]=[CH:7][CH:6]=[N:5][CH:4]=1.[Na].[CH3:12][O:13][C:14](=[O:23])[C:15]([CH:18](OC)OC)=[CH:16]O.O. The catalyst is CN(C=O)C. The product is [CH3:12][O:13][C:14]([C:15]1[CH:16]=[N:9][C:2]([C:3]2[CH:4]=[N:5][CH:6]=[CH:7][CH:8]=2)=[N:10][CH:18]=1)=[O:23]. The yield is 0.510. (3) The reactants are [C:1]([N:9]1[CH2:14][CH2:13][N:12]([C:15]2[CH:16]=[CH:17][C:18]([N+:28]([O-:30])=[O:29])=[C:19]([NH:21][C:22]3[CH:27]=[CH:26][CH:25]=[CH:24][CH:23]=3)[CH:20]=2)[CH2:11][CH2:10]1)(=[O:8])[C:2]1[CH:7]=[CH:6][CH:5]=[CH:4][CH:3]=1.[CH3:31]I.[OH-].[Na+].O. The catalyst is CN(C=O)C. The product is [CH3:31][N:21]([C:22]1[CH:23]=[CH:24][CH:25]=[CH:26][CH:27]=1)[C:19]1[CH:20]=[C:15]([N:12]2[CH2:11][CH2:10][N:9]([C:1](=[O:8])[C:2]3[CH:7]=[CH:6][CH:5]=[CH:4][CH:3]=3)[CH2:14][CH2:13]2)[CH:16]=[CH:17][C:18]=1[N+:28]([O-:30])=[O:29]. The yield is 0.900. (4) The reactants are Br[C:2]1[CH:7]=[CH:6][C:5]([N+:8]([O-:10])=[O:9])=[CH:4][C:3]=1[O:11][CH3:12].C([O-])(=O)C.[K+].[CH3:18][C:19]1[S:20][CH:21]=[C:22]([CH3:24])[N:23]=1. The catalyst is CN(C)C(=O)C.[Pd].C1(P(C2C=CC=CC=2)C2C=CC=CC=2)C=CC=CC=1.C1(P(C2C=CC=CC=2)C2C=CC=CC=2)C=CC=CC=1.C1(P(C2C=CC=CC=2)C2C=CC=CC=2)C=CC=CC=1.C1(P(C2C=CC=CC=2)C2C=CC=CC=2)C=CC=CC=1. The product is [CH3:12][O:11][C:3]1[CH:4]=[C:5]([N+:8]([O-:10])=[O:9])[CH:6]=[CH:7][C:2]=1[C:21]1[S:20][C:19]([CH3:18])=[N:23][C:22]=1[CH3:24]. The yield is 0.620. (5) The reactants are [Si:1]([O:8][C:9]1[CH:14]=[CH:13][C:12]([C:15]2[N:16]=[C:17]([C:22]3[CH:27]=[CH:26][C:25]([N+:28]([O-:30])=[O:29])=[CH:24][CH:23]=3)[C:18]([NH2:21])=[N:19][CH:20]=2)=[CH:11][CH:10]=1)([C:4]([CH3:7])([CH3:6])[CH3:5])([CH3:3])[CH3:2].[Si:31]([O:38][C:39]1[CH:44]=[CH:43][C:42]([CH2:45][C:46](Cl)=[O:47])=[CH:41][CH:40]=1)([C:34]([CH3:37])([CH3:36])[CH3:35])([CH3:33])[CH3:32].O. The catalyst is CN(C)C1C=CN=CC=1.N1C=CC=CC=1. The product is [Si:31]([O:38][C:39]1[CH:40]=[CH:41][C:42]([CH2:45][C:46]([NH:21][C:18]2[C:17]([C:22]3[CH:23]=[CH:24][C:25]([N+:28]([O-:30])=[O:29])=[CH:26][CH:27]=3)=[N:16][C:15]([C:12]3[CH:11]=[CH:10][C:9]([O:8][Si:1]([C:4]([CH3:7])([CH3:5])[CH3:6])([CH3:3])[CH3:2])=[CH:14][CH:13]=3)=[CH:20][N:19]=2)=[O:47])=[CH:43][CH:44]=1)([C:34]([CH3:37])([CH3:36])[CH3:35])([CH3:33])[CH3:32]. The yield is 0.481. (6) The reactants are [NH2:1][C:2]1[N:32]=[C:5]2[CH:6]=[CH:7][C:8]([O:10][C:11]3[CH:12]=[C:13]([NH:18][C:19](=[O:31])[C:20]4[CH:25]=[CH:24][CH:23]=[C:22]([C:26]([C:29]#[N:30])([CH3:28])[CH3:27])[CH:21]=4)[CH:14]=[CH:15][C:16]=3[CH3:17])=[CH:9][N:4]2[N:3]=1.Cl[CH2:34][C:35](Cl)=[O:36].C(N(CC)CC)C.[NH:45]1[CH2:50][CH2:49][O:48][CH2:47][CH2:46]1. The catalyst is CN(C)C=O.O. The product is [C:29]([C:26]([C:22]1[CH:21]=[C:20]([CH:25]=[CH:24][CH:23]=1)[C:19]([NH:18][C:13]1[CH:14]=[CH:15][C:16]([CH3:17])=[C:11]([O:10][C:8]2[CH:7]=[CH:6][C:5]3[N:4]([N:3]=[C:2]([NH:1][C:35](=[O:36])[CH2:34][N:45]4[CH2:50][CH2:49][O:48][CH2:47][CH2:46]4)[N:32]=3)[CH:9]=2)[CH:12]=1)=[O:31])([CH3:28])[CH3:27])#[N:30]. The yield is 0.560. (7) The reactants are [NH2:1][C:2]1[C:3]([C:9]([NH:11][NH:12][C:13](=[O:18])[C:14]([CH3:17])([CH3:16])[CH3:15])=O)=[N:4][C:5]([Br:8])=[CH:6][N:7]=1.CCN(C(C)C)C(C)C.C1(C)C=CC(S(Cl)(=O)=O)=CC=1. The catalyst is CC#N. The product is [Br:8][C:5]1[N:4]=[C:3]([C:9]2[O:18][C:13]([C:14]([CH3:15])([CH3:16])[CH3:17])=[N:12][N:11]=2)[C:2]([NH2:1])=[N:7][CH:6]=1. The yield is 0.170. (8) The reactants are [CH:1]1([C:6]2[NH:10][C:9]3[CH:11]=[CH:12][CH:13]=[CH:14][C:8]=3[N:7]=2)[CH2:5][CH2:4][CH2:3][CH2:2]1.Br[CH2:16][C:17]1[CH:36]=[CH:35][C:20]2/[C:21](=[C:31](/[CH3:34])\[C:32]#[N:33])/[C:22]3[CH:29]=[CH:28][C:27]([F:30])=[CH:26][C:23]=3[O:24][CH2:25][C:19]=2[CH:18]=1. No catalyst specified. The product is [CH:1]1([C:6]2[N:7]([CH2:16][C:17]3[CH:36]=[CH:35][C:20]4/[C:21](=[C:31](/[CH3:34])\[C:32]#[N:33])/[C:22]5[CH:29]=[CH:28][C:27]([F:30])=[CH:26][C:23]=5[O:24][CH2:25][C:19]=4[CH:18]=3)[C:8]3[CH:14]=[CH:13][CH:12]=[CH:11][C:9]=3[N:10]=2)[CH2:2][CH2:3][CH2:4][CH2:5]1. The yield is 0.950.